The task is: Predict which catalyst facilitates the given reaction.. This data is from Catalyst prediction with 721,799 reactions and 888 catalyst types from USPTO. The catalyst class is: 50. Reactant: [CH3:1][N:2]1[CH:6]=[C:5]([C:7]([O:9]CC2C=CC=CC=2)=[O:8])[N:4]=[C:3]1[C:17]1[CH:18]=[N:19][N:20]([CH3:22])[CH:21]=1. Product: [CH3:1][N:2]1[CH:6]=[C:5]([C:7]([OH:9])=[O:8])[N:4]=[C:3]1[C:17]1[CH:18]=[N:19][N:20]([CH3:22])[CH:21]=1.